Dataset: Catalyst prediction with 721,799 reactions and 888 catalyst types from USPTO. Task: Predict which catalyst facilitates the given reaction. (1) Reactant: [CH:1]1([CH2:7][C:8]([OH:30])([CH3:29])[CH2:9]/[CH:10]=[CH:11]/[C@H:12]2[CH2:16][CH2:15][C@H:14]([OH:17])[C@@H:13]2[CH2:18][CH2:19][S:20][C:21]2[S:22][CH:23]=[C:24]([C:26]([OH:28])=[O:27])[N:25]=2)[CH2:6][CH2:5][CH2:4][CH2:3][CH2:2]1.C(=O)([O-])[O-].[K+].[K+].[I-].[CH3:38][CH3:39].[Cl-].[Na+]. Product: [CH:1]1([CH2:7][C:8]([OH:30])([CH3:29])[CH2:9]/[CH:10]=[CH:11]/[C@H:12]2[CH2:16][CH2:15][C@H:14]([OH:17])[C@@H:13]2[CH2:18][CH2:19][S:20][C:21]2[S:22][CH:23]=[C:24]([C:26]([O:28][CH2:38][CH3:39])=[O:27])[N:25]=2)[CH2:6][CH2:5][CH2:4][CH2:3][CH2:2]1. The catalyst class is: 9. (2) Reactant: Br[C:2]1[CH:3]=[C:4]([O:12][CH3:13])[C:5]([N+:9]([O-:11])=[O:10])=[C:6]([F:8])[CH:7]=1.[C:14]([Cu])#[N:15].C(OCC)(=O)C. Product: [F:8][C:6]1[CH:7]=[C:2]([CH:3]=[C:4]([O:12][CH3:13])[C:5]=1[N+:9]([O-:11])=[O:10])[C:14]#[N:15]. The catalyst class is: 3. (3) Reactant: [CH3:1][O:2][C:3]1[CH:4]=[C:5]2[C:10](=[CH:11][C:12]=1[O:13][CH3:14])[N:9]=[CH:8][CH:7]=[C:6]2[O:15][C:16]1[CH:22]=[CH:21][C:19]([NH2:20])=[CH:18][CH:17]=1.C1(C)C=CC=CC=1.C(N(CC)CC)C.Cl[C:38](Cl)([O:40]C(=O)OC(Cl)(Cl)Cl)Cl.[CH3:49][CH:50]([CH3:59])[CH:51]([C:53]1[CH:58]=[CH:57][CH:56]=[CH:55][CH:54]=1)[OH:52]. Product: [CH3:1][O:2][C:3]1[CH:4]=[C:5]2[C:10](=[CH:11][C:12]=1[O:13][CH3:14])[N:9]=[CH:8][CH:7]=[C:6]2[O:15][C:16]1[CH:22]=[CH:21][C:19]([NH:20][C:38](=[O:40])[O:52][CH:51]([C:53]2[CH:58]=[CH:57][CH:56]=[CH:55][CH:54]=2)[CH:50]([CH3:59])[CH3:49])=[CH:18][CH:17]=1. The catalyst class is: 2. (4) Reactant: [C:1]([C:3]1[C@@H:8]([C:9]2[CH:14]=[CH:13][C:12]([C:15]#[N:16])=[CH:11][C:10]=2[S:17]([CH3:20])(=[O:19])=[O:18])[N:7]([CH2:21][C:22]([OH:24])=O)[C:6](=[O:25])[N:5]([C:26]2[CH:31]=[CH:30][CH:29]=[C:28]([C:32]([F:35])([F:34])[F:33])[CH:27]=2)[C:4]=1[CH3:36])#[N:2].CN(C(ON1N=NC2C=CC=NC1=2)=[N+](C)C)C.F[P-](F)(F)(F)(F)F.[OH:61][CH:62]1[CH2:67][CH2:66][NH:65][CH2:64][CH2:63]1.C(N(CC)C(C)C)(C)C. Product: [C:15]([C:12]1[CH:13]=[CH:14][C:9]([C@@H:8]2[C:3]([C:1]#[N:2])=[C:4]([CH3:36])[N:5]([C:26]3[CH:31]=[CH:30][CH:29]=[C:28]([C:32]([F:34])([F:35])[F:33])[CH:27]=3)[C:6](=[O:25])[N:7]2[CH2:21][C:22]([N:65]2[CH2:66][CH2:67][CH:62]([OH:61])[CH2:63][CH2:64]2)=[O:24])=[C:10]([S:17]([CH3:20])(=[O:18])=[O:19])[CH:11]=1)#[N:16]. The catalyst class is: 3. (5) Reactant: [CH2:1]([O:3][C:4]1[CH:5]=[C:6]([CH:12]([N:18]2[C:26](=[O:27])[C:25]3[C:20](=[CH:21][CH:22]=[CH:23][C:24]=3[NH:28][C:29](=[O:31])[CH3:30])[C:19]2=[O:32])[CH2:13][CH:14]([OH:17])[CH2:15][CH3:16])[CH:7]=[CH:8][C:9]=1[O:10][CH3:11])[CH3:2].[Cr](Cl)([O-])(=O)=O.[NH+]1C=CC=CC=1. Product: [CH2:1]([O:3][C:4]1[CH:5]=[C:6]([CH:12]([N:18]2[C:26](=[O:27])[C:25]3[C:20](=[CH:21][CH:22]=[CH:23][C:24]=3[NH:28][C:29](=[O:31])[CH3:30])[C:19]2=[O:32])[CH2:13][C:14](=[O:17])[CH2:15][CH3:16])[CH:7]=[CH:8][C:9]=1[O:10][CH3:11])[CH3:2]. The catalyst class is: 2. (6) Reactant: [CH3:1][O:2][C:3]1[CH:8]=[CH:7][C:6]([C:9]2[O:10][C:11]3[C:16]([C:17](=S)[CH:18]=2)=[CH:15][CH:14]=[C:13]([O:20][CH2:21][CH2:22][CH2:23][N:24]2[CH2:29][CH2:28][O:27][CH2:26][CH2:25]2)[CH:12]=3)=[CH:5][CH:4]=1.Cl.[NH2:31][OH:32]. The catalyst class is: 17. Product: [CH3:1][O:2][C:3]1[CH:8]=[CH:7][C:6]([C:9]2[O:10][C:11]3[C:16]([C:17](=[N:31][OH:32])[CH:18]=2)=[CH:15][CH:14]=[C:13]([O:20][CH2:21][CH2:22][CH2:23][N:24]2[CH2:29][CH2:28][O:27][CH2:26][CH2:25]2)[CH:12]=3)=[CH:5][CH:4]=1. (7) Reactant: [O:1]=[C:2]1[C:23]2[C:18](=[CH:19][CH:20]=[C:21]([C:24]3[NH:28][C:27](=[O:29])[O:26][N:25]=3)[CH:22]=2)[O:17][C:4]2([CH2:9][CH2:8][N:7](C(OC(C)(C)C)=O)[CH2:6][CH2:5]2)[CH2:3]1.[ClH:30]. Product: [ClH:30].[O:29]=[C:27]1[O:26][N:25]=[C:24]([C:21]2[CH:22]=[C:23]3[C:18](=[CH:19][CH:20]=2)[O:17][C:4]2([CH2:9][CH2:8][NH:7][CH2:6][CH2:5]2)[CH2:3][C:2]3=[O:1])[NH:28]1. The catalyst class is: 12. (8) Reactant: [NH2:1][C:2]1[CH:3]=[C:4]([C:14]2[CH:15]=[CH:16][C:17](=[O:23])[N:18]([CH:20]([CH3:22])[CH3:21])[N:19]=2)[C:5]([C:8]2[CH:13]=[CH:12][CH:11]=[CH:10][CH:9]=2)=[N:6][CH:7]=1.CO[CH:26]1[CH2:30][CH2:29][CH:28](OC)O1.CC(O)=O.C([O-])(O)=O.[Na+]. Product: [CH:20]([N:18]1[C:17](=[O:23])[CH:16]=[CH:15][C:14]([C:4]2[C:5]([C:8]3[CH:9]=[CH:10][CH:11]=[CH:12][CH:13]=3)=[N:6][CH:7]=[C:2]([N:1]3[CH:26]=[CH:30][CH:29]=[CH:28]3)[CH:3]=2)=[N:19]1)([CH3:21])[CH3:22]. The catalyst class is: 225. (9) Reactant: [CH3:1][O:2][C:3]1[C:8]([OH:9])=[CH:7][CH:6]=[C:5](/[CH:10]=[CH:11]/[C:12]([CH2:14][C:15](/[CH:17]=[CH:18]/[C:19]2[CH:27]=[C:24]([O:25][CH3:26])[C:22]([OH:23])=[CH:21][CH:20]=2)=[O:16])=[O:13])[CH:4]=1.C(N(CC)CC)C.[C:35]1(=[O:42])[O:41][C:39](=[O:40])[CH2:38][CH2:37][CH2:36]1.CC[O:45]CC. Product: [CH3:26][O:25][C:24]1[C:22]([OH:23])=[CH:21][CH:20]=[C:19](/[CH:18]=[CH:17]/[C:15]([CH2:14][C:12](/[CH:11]=[CH:10]/[C:5]2[CH:4]=[C:3]([O:2][CH3:1])[C:8]([OH:9])=[CH:7][CH:6]=2)=[O:13])=[O:16])[CH:27]=1.[C:35]([O-:41])(=[O:42])[CH2:36][CH2:37][CH2:38][C:39]([O-:45])=[O:40]. The catalyst class is: 251.